From a dataset of Forward reaction prediction with 1.9M reactions from USPTO patents (1976-2016). Predict the product of the given reaction. (1) Given the reactants COC1C=C(OC)C=CC=1C[N:6]1[C:10]([C:11]2[C:19]3[C:14](=[N:15][CH:16]=[CH:17][CH:18]=3)[N:13]([CH2:20][C:21]3[CH:26]=[CH:25][CH:24]=[CH:23][C:22]=3[F:27])[N:12]=2)=[N:9][NH:8][C:7]1=[O:28].C1(C)C=CC(S(O)(=O)=O)=CC=1, predict the reaction product. The product is: [F:27][C:22]1[CH:23]=[CH:24][CH:25]=[CH:26][C:21]=1[CH2:20][N:13]1[C:14]2=[N:15][CH:16]=[CH:17][CH:18]=[C:19]2[C:11]([C:10]2[NH:6][C:7](=[O:28])[NH:8][N:9]=2)=[N:12]1. (2) Given the reactants [Cl:1][C:2]1[CH:7]=[CH:6][C:5]([NH2:8])=[CH:4][C:3]=1[C:9]1[O:10][C:11]2[CH:17]=[CH:16][C:15]([CH3:18])=[CH:14][C:12]=2[N:13]=1.[N:19]1[CH:24]=[CH:23][N:22]=[CH:21][C:20]=1[C:25](Cl)=[O:26], predict the reaction product. The product is: [Cl:1][C:2]1[CH:7]=[CH:6][C:5]([NH:8][C:25]([C:20]2[CH:21]=[N:22][CH:23]=[CH:24][N:19]=2)=[O:26])=[CH:4][C:3]=1[C:9]1[O:10][C:11]2[CH:17]=[CH:16][C:15]([CH3:18])=[CH:14][C:12]=2[N:13]=1. (3) Given the reactants [CH3:1][O:2][C:3]1[CH:4]=[C:5]([C:11]2[C:20](=[O:21])[C:19]3[C:14](=[CH:15][C:16]([OH:22])=[CH:17][CH:18]=3)[O:13][CH:12]=2)[CH:6]=[CH:7][C:8]=1[O:9][CH3:10].[C:23](OC(=O)C)(=[O:25])[CH3:24], predict the reaction product. The product is: [C:23]([O:22][C:16]1[CH:15]=[C:14]2[C:19]([C:20](=[O:21])[C:11]([C:5]3[CH:6]=[CH:7][C:8]([O:9][CH3:10])=[C:3]([O:2][CH3:1])[CH:4]=3)=[CH:12][O:13]2)=[CH:18][CH:17]=1)(=[O:25])[CH3:24]. (4) Given the reactants [N+:1]([C:4]1[CH:5]=[C:6]([CH:10]=[CH:11][CH:12]=1)[C:7](Cl)=[O:8])([O-])=O.C(NC(C)C)(C)C.[N:20]1([CH2:26][CH2:27][NH2:28])[CH2:25][CH2:24][O:23][CH2:22][CH2:21]1, predict the reaction product. The product is: [NH2:1][C:4]1[CH:5]=[C:6]([CH:10]=[CH:11][CH:12]=1)[C:7]([NH:28][CH2:27][CH2:26][N:20]1[CH2:25][CH2:24][O:23][CH2:22][CH2:21]1)=[O:8].